Regression. Given two drug SMILES strings and cell line genomic features, predict the synergy score measuring deviation from expected non-interaction effect. From a dataset of NCI-60 drug combinations with 297,098 pairs across 59 cell lines. (1) Drug 1: CN1C(=O)N2C=NC(=C2N=N1)C(=O)N. Drug 2: CC1C(C(CC(O1)OC2CC(CC3=C2C(=C4C(=C3O)C(=O)C5=C(C4=O)C(=CC=C5)OC)O)(C(=O)CO)O)N)O.Cl. Cell line: NCIH23. Synergy scores: CSS=30.6, Synergy_ZIP=-1.29, Synergy_Bliss=0.799, Synergy_Loewe=-20.3, Synergy_HSA=0.134. (2) Drug 1: C1=CC=C(C=C1)NC(=O)CCCCCCC(=O)NO. Drug 2: CCC1(C2=C(COC1=O)C(=O)N3CC4=CC5=C(C=CC(=C5CN(C)C)O)N=C4C3=C2)O.Cl. Cell line: OVCAR3. Synergy scores: CSS=27.3, Synergy_ZIP=0.915, Synergy_Bliss=5.57, Synergy_Loewe=3.66, Synergy_HSA=5.78. (3) Drug 1: CC1=C2C(C(=O)C3(C(CC4C(C3C(C(C2(C)C)(CC1OC(=O)C(C(C5=CC=CC=C5)NC(=O)OC(C)(C)C)O)O)OC(=O)C6=CC=CC=C6)(CO4)OC(=O)C)O)C)O. Drug 2: C(=O)(N)NO. Cell line: NCI-H522. Synergy scores: CSS=21.3, Synergy_ZIP=-3.89, Synergy_Bliss=1.19, Synergy_Loewe=-74.9, Synergy_HSA=1.54.